Task: Predict the reactants needed to synthesize the given product.. Dataset: Full USPTO retrosynthesis dataset with 1.9M reactions from patents (1976-2016) (1) Given the product [N:1]([C:4]1[CH:5]=[CH:6][C:7]([S:10]([NH:13][Si:14]([C:17]([CH3:20])([CH3:19])[CH3:18])([CH3:16])[CH3:15])(=[O:11])=[O:12])=[CH:8][CH:9]=1)=[C:2]=[S:3], predict the reactants needed to synthesize it. The reactants are: [N:1]([C:4]1[CH:9]=[CH:8][C:7]([S:10]([NH2:13])(=[O:12])=[O:11])=[CH:6][CH:5]=1)=[C:2]=[S:3].[Si:14](Cl)([C:17]([CH3:20])([CH3:19])[CH3:18])([CH3:16])[CH3:15].[H-].[Na+].O. (2) Given the product [I:10][C:11]1[N:15]([CH:6]2[CH2:7][CH2:8][O:3][CH2:4][CH2:5]2)[N:14]=[CH:13][CH:12]=1, predict the reactants needed to synthesize it. The reactants are: N#N.[O:3]1[CH2:8][CH2:7][CH:6](O)[CH2:5][CH2:4]1.[I:10][C:11]1[NH:15][N:14]=[CH:13][CH:12]=1.C1(P(C2C=CC=CC=2)C2C=CC=CC=2)C=CC=CC=1.CC(OC(/N=N/C(OC(C)C)=O)=O)C. (3) Given the product [C:4]1([C:16]#[N:17])[C:3]2[C:6](=[CH:10][CH:11]=[CH:1][CH:2]=2)[CH:7]=[CH:8][N:9]=1, predict the reactants needed to synthesize it. The reactants are: [CH2:1]1[CH2:11][CH2:10][N:9]2[C:4](=N[CH2:6][CH2:7][CH2:8]2)[CH2:3][CH2:2]1.C[Si]([C:16]#[N:17])(C)C. (4) Given the product [Cl:22][C:17]1[C:16]([N:4]2[CH2:5][CH:6]([C:7]([O:9][C:10]([CH3:11])([CH3:13])[CH3:12])=[O:8])[N:2]([CH3:1])[C:3]2=[O:14])=[CH:21][CH:20]=[CH:19][N:18]=1, predict the reactants needed to synthesize it. The reactants are: [CH3:1][N:2]1[CH:6]([C:7]([O:9][C:10]([CH3:13])([CH3:12])[CH3:11])=[O:8])[CH2:5][NH:4][C:3]1=[O:14].Br[C:16]1[C:17]([Cl:22])=[N:18][CH:19]=[CH:20][CH:21]=1.C(=O)([O-])[O-].[Cs+].[Cs+].CC1(C)C2C(=C(P(C3C=CC=CC=3)C3C=CC=CC=3)C=CC=2)OC2C(P(C3C=CC=CC=3)C3C=CC=CC=3)=CC=CC1=2. (5) Given the product [Cl:1][C:2]1[CH:3]=[CH:4][C:5]([C:8]2([NH:12][C:13]3[S:14][CH:17]([CH:23]([CH3:25])[CH3:24])[C:18](=[O:19])[N:15]=3)[CH2:9][CH2:10][CH2:11]2)=[CH:6][CH:7]=1, predict the reactants needed to synthesize it. The reactants are: [Cl:1][C:2]1[CH:7]=[CH:6][C:5]([C:8]2([NH:12][C:13]([NH2:15])=[S:14])[CH2:11][CH2:10][CH2:9]2)=[CH:4][CH:3]=1.Br[CH:17]([CH:23]([CH3:25])[CH3:24])[C:18](OCC)=[O:19].